This data is from Full USPTO retrosynthesis dataset with 1.9M reactions from patents (1976-2016). The task is: Predict the reactants needed to synthesize the given product. (1) The reactants are: Cl.[Cl:2][C:3]1[CH:8]=[CH:7][C:6]([CH:9]([CH:13]2[CH2:18][CH2:17][N:16](C(OC(C)(C)C)=O)[CH2:15][CH2:14]2)[CH:10]([F:12])[F:11])=[CH:5][CH:4]=1. Given the product [ClH:2].[Cl:2][C:3]1[CH:4]=[CH:5][C:6]([CH:9]([CH:13]2[CH2:14][CH2:15][NH:16][CH2:17][CH2:18]2)[CH:10]([F:11])[F:12])=[CH:7][CH:8]=1, predict the reactants needed to synthesize it. (2) Given the product [C:28]([O:31][C@@H:32]1[C@@H:40]([CH2:41][O:42][C:43](=[O:45])[CH3:44])[S:39][C@H:38]2[C@H:34]([N:35]=[C:36]([NH:46][CH2:47][CH2:48][CH3:49])[S:37]2)[C@H:33]1[O:50][C:51](=[O:53])[CH3:52])(=[O:30])[CH3:29].[OH:42][CH2:41][C@H:40]1[S:39][C@H:38]2[C@H:34]([N:35]=[C:36]([NH:46][CH2:47][CH2:48][CH3:49])[S:37]2)[C@@H:33]([OH:50])[C@@H:32]1[OH:31], predict the reactants needed to synthesize it. The reactants are: C(OC[C@@H]1S[C@@H](CC([O-])=O)[C@H](N)[C@H](CC([O-])=O)[C@@H]1CC([O-])=O)(=O)C.N.CO.[C:28]([O:31][C@@H:32]1[C@@H:40]([CH2:41][O:42][C:43](=[O:45])[CH3:44])[S:39][C@H:38]2[C@H:34]([N:35]=[C:36]([NH:46][CH2:47][CH2:48][CH3:49])[S:37]2)[C@H:33]1[O:50][C:51](=[O:53])[CH3:52])(=[O:30])[CH3:29]. (3) Given the product [CH2:29]([N:36]1[C:44]2[C:39](=[C:40]([NH:46][C:15]([C:12]3[N:9]4[CH:10]=[CH:11][C:6]([O:5][CH2:4][CH2:3][O:2][CH3:1])=[CH:7][C:8]4=[N:14][CH:13]=3)=[O:17])[C:41]([Cl:45])=[CH:42][CH:43]=2)[C:38]([CH2:47][CH3:48])=[N:37]1)[C:30]1[CH:31]=[CH:32][CH:33]=[CH:34][CH:35]=1, predict the reactants needed to synthesize it. The reactants are: [CH3:1][O:2][CH2:3][CH2:4][O:5][C:6]1[CH:11]=[CH:10][N:9]2[C:12]([C:15]([OH:17])=O)=[CH:13][N:14]=[C:8]2[CH:7]=1.CN(C)C=O.C(Cl)(=O)C(Cl)=O.[CH2:29]([N:36]1[C:44]2[CH:43]=[CH:42][C:41]([Cl:45])=[C:40]([NH2:46])[C:39]=2[C:38]([CH2:47][CH3:48])=[N:37]1)[C:30]1[CH:35]=[CH:34][CH:33]=[CH:32][CH:31]=1. (4) Given the product [CH3:36][NH:37][C:38]([N:24]1[CH2:25][CH2:26][CH:21]([N:18]2[CH2:19][CH2:20][C@@H:16]([CH2:15][C:14]3[C:13]([Cl:28])=[CH:12][C:11]([C:29]4[CH:30]=[CH:31][C:32]([F:35])=[CH:33][CH:34]=4)=[CH:10][C:9]=3[Cl:8])[C:17]2=[O:27])[CH2:22][CH2:23]1)=[O:39], predict the reactants needed to synthesize it. The reactants are: FC(F)(F)C(O)=O.[Cl:8][C:9]1[CH:10]=[C:11]([C:29]2[CH:34]=[CH:33][C:32]([F:35])=[CH:31][CH:30]=2)[CH:12]=[C:13]([Cl:28])[C:14]=1[CH2:15][C@@H:16]1[CH2:20][CH2:19][N:18]([CH:21]2[CH2:26][CH2:25][NH:24][CH2:23][CH2:22]2)[C:17]1=[O:27].[CH3:36][N:37]=[C:38]=[O:39].C(N(CC)CC)C. (5) The reactants are: [N:1]([CH2:4][C@@H:5]([C@@H:7]([NH:28][C:29](=[O:35])[O:30][C:31]([CH3:34])([CH3:33])[CH3:32])[CH2:8][C@H:9]([CH2:13][C:14]1[CH:19]=[CH:18][C:17]([O:20][CH3:21])=[C:16]([O:22][CH2:23][CH2:24][CH2:25][O:26][CH3:27])[CH:15]=1)[CH:10]([CH3:12])[CH3:11])[OH:6])=[N+]=[N-]. Given the product [NH2:1][CH2:4][C@@H:5]([C@@H:7]([NH:28][C:29](=[O:35])[O:30][C:31]([CH3:32])([CH3:34])[CH3:33])[CH2:8][C@H:9]([CH2:13][C:14]1[CH:19]=[CH:18][C:17]([O:20][CH3:21])=[C:16]([O:22][CH2:23][CH2:24][CH2:25][O:26][CH3:27])[CH:15]=1)[CH:10]([CH3:12])[CH3:11])[OH:6], predict the reactants needed to synthesize it.